From a dataset of Reaction yield outcomes from USPTO patents with 853,638 reactions. Predict the reaction yield, written as a fraction of the theoretical maximum amount of product (1.0 means a 100% yield; for example, 0.34 means a 34% yield). The reactants are [CH3:1][O:2][C:3]1[N:8]=[C:7]2[CH:9]=[CH:10][NH:11][C:6]2=[CH:5][CH:4]=1.C1N2CN3CN(C2)CN1C3.[C:22](O)(=[O:24])C. No catalyst specified. The product is [CH3:1][O:2][C:3]1[N:8]=[C:7]2[C:9]([CH:22]=[O:24])=[CH:10][NH:11][C:6]2=[CH:5][CH:4]=1. The yield is 0.270.